From a dataset of Forward reaction prediction with 1.9M reactions from USPTO patents (1976-2016). Predict the product of the given reaction. (1) Given the reactants Cl[C:2]1[N:7]=[C:6]([NH:8][C:9]2[CH:13]=[C:12]([CH3:14])[NH:11][N:10]=2)[CH:5]=[C:4]([N:15]2[CH2:20][CH2:19][N:18]([CH3:21])[CH2:17][CH2:16]2)[N:3]=1.[F:22][C:23]1[CH:24]=[CH:25][C:26]([CH3:32])=[C:27](B(O)O)[CH:28]=1.C(N(CC)CC)C, predict the reaction product. The product is: [F:22][C:23]1[CH:28]=[CH:27][C:26]([CH3:32])=[C:25]([C:2]2[N:7]=[C:6]([NH:8][C:9]3[CH:13]=[C:12]([CH3:14])[NH:11][N:10]=3)[CH:5]=[C:4]([N:15]3[CH2:20][CH2:19][N:18]([CH3:21])[CH2:17][CH2:16]3)[N:3]=2)[CH:24]=1. (2) Given the reactants C([NH:7][C:8]1[N:13]=[N:12][C:11]([CH2:14][C:15]([O-:17])=[O:16])=[CH:10][CH:9]=1)(=O)C(C)(C)C.[CH3:18][Si](C=[N+]=[N-])(C)C.C(OCC)C, predict the reaction product. The product is: [NH2:7][C:8]1[N:13]=[N:12][C:11]([CH2:14][C:15]([O:17][CH3:18])=[O:16])=[CH:10][CH:9]=1. (3) Given the reactants [Br:1][C:2]1[C:3](Cl)=[N:4][CH:5]=[C:6]([CH:21]=1)[C:7]([NH:9][C:10]1[CH:15]=[CH:14][C:13]([S:16][C:17]([F:20])([F:19])[F:18])=[CH:12][CH:11]=1)=[O:8].[CH2:23]([NH:25][CH2:26][CH2:27][OH:28])[CH3:24], predict the reaction product. The product is: [Br:1][C:2]1[C:3]([N:25]([CH2:23][CH3:24])[CH2:26][CH2:27][OH:28])=[N:4][CH:5]=[C:6]([CH:21]=1)[C:7]([NH:9][C:10]1[CH:15]=[CH:14][C:13]([S:16][C:17]([F:20])([F:19])[F:18])=[CH:12][CH:11]=1)=[O:8]. (4) Given the reactants [Cl:1][C:2]1[CH:3]=[C:4]([NH:16][C:17]2[C:26]3[C:25]([OH:27])=[CH:24][CH:23]=[CH:22][C:21]=3[N:20]=[CH:19][N:18]=2)[CH:5]=[CH:6][C:7]=1[O:8][CH2:9][C:10]1[CH:15]=[CH:14][CH:13]=[CH:12][N:11]=1.Cl[CH2:29][C:30]([NH:32][CH2:33][CH2:34][N:35]1[CH2:40][CH2:39][O:38][CH2:37][CH2:36]1)=[O:31].C(=O)([O-])[O-].[K+].[K+].[I-].[K+], predict the reaction product. The product is: [Cl:1][C:2]1[CH:3]=[C:4]([NH:16][C:17]2[C:26]3[C:21](=[CH:22][CH:23]=[CH:24][C:25]=3[O:27][CH2:29][C:30]([NH:32][CH2:33][CH2:34][N:35]3[CH2:36][CH2:37][O:38][CH2:39][CH2:40]3)=[O:31])[N:20]=[CH:19][N:18]=2)[CH:5]=[CH:6][C:7]=1[O:8][CH2:9][C:10]1[CH:15]=[CH:14][CH:13]=[CH:12][N:11]=1. (5) Given the reactants [Cl-].[CH2:2]([N:6]1[CH2:11][CH2:10][N:9]([CH:12]([C:17]2[CH:22]=[CH:21][CH:20]=[CH:19][CH:18]=2)[C:13]([NH:15][NH3+:16])=[O:14])[C:8](=[O:23])[C:7]1=[O:24])[CH2:3][CH2:4][CH3:5].[C:25]([O:29][C:30]([N:32]1[CH2:37][CH2:36][CH2:35][CH:34]([C:38]2[CH:43]=[CH:42][CH:41]=[CH:40][CH:39]=2)[CH:33]1[C:44](O)=[O:45])=[O:31])([CH3:28])([CH3:27])[CH3:26].ON1C2C=CC=CC=2N=N1.C(N(C(C)C)CC)(C)C, predict the reaction product. The product is: [CH2:2]([N:6]1[CH2:11][CH2:10][N:9]([CH:12]([C:17]2[CH:18]=[CH:19][CH:20]=[CH:21][CH:22]=2)[C:13]([NH:15][NH:16][C:44]([CH:33]2[CH:34]([C:38]3[CH:43]=[CH:42][CH:41]=[CH:40][CH:39]=3)[CH2:35][CH2:36][CH2:37][N:32]2[C:30]([O:29][C:25]([CH3:28])([CH3:27])[CH3:26])=[O:31])=[O:45])=[O:14])[C:8](=[O:23])[C:7]1=[O:24])[CH2:3][CH2:4][CH3:5]. (6) Given the reactants [C:1]([NH:9][C:10]1[S:11][CH2:12][C@@H:13]2[CH2:18][N:17]([C:19]([O:21][CH2:22][C:23]3[CH:28]=[CH:27][CH:26]=[CH:25][CH:24]=3)=[O:20])[CH2:16][C@:14]2([C:29]2[S:30][CH:31]=[CH:32][CH:33]=2)[N:15]=1)(=[O:8])[C:2]1[CH:7]=[CH:6][CH:5]=[CH:4][CH:3]=1.[Br:34]N1C(=O)CCC1=O, predict the reaction product. The product is: [C:1]([NH:9][C:10]1[S:11][CH2:12][C@@H:13]2[CH2:18][N:17]([C:19]([O:21][CH2:22][C:23]3[CH:24]=[CH:25][CH:26]=[CH:27][CH:28]=3)=[O:20])[CH2:16][C@:14]2([C:29]2[S:30][C:31]([Br:34])=[CH:32][CH:33]=2)[N:15]=1)(=[O:8])[C:2]1[CH:3]=[CH:4][CH:5]=[CH:6][CH:7]=1.